This data is from Catalyst prediction with 721,799 reactions and 888 catalyst types from USPTO. The task is: Predict which catalyst facilitates the given reaction. (1) Reactant: [Cl:1][C:2]1[CH:3]=[C:4]([CH:9]=[C:10](I)[CH:11]=1)[C:5]([O:7][CH3:8])=[O:6].CN1CCN(C)C1=O.C(O)(=O)[CH2:22][C:23]([CH2:28]C(O)=O)(C(O)=O)O.[Br-]. Product: [Cl:1][C:2]1[CH:3]=[C:4]([CH:9]=[C:10]([CH:28]2[CH2:23][CH2:22]2)[CH:11]=1)[C:5]([O:7][CH3:8])=[O:6]. The catalyst class is: 49. (2) Reactant: [CH3:1][C:2]1([CH3:11])[O:7][C:6](=[O:8])[CH:5]([CH3:9])[C:4](=[O:10])[O:3]1.[CH2:12](Br)[CH:13]=C.C(=O)([O-])[O-].[K+].[K+].CC(C)=O. Product: [CH3:11][C:2]1([CH3:1])[O:3][C:4](=[O:10])[CH:5]([CH2:9][CH:12]=[CH2:13])[C:6](=[O:8])[O:7]1. The catalyst class is: 27. (3) Reactant: [Cl:1][C:2]1[CH:20]=[C:19]([OH:21])[CH:18]=[C:17]([Cl:22])[C:3]=1[CH2:4][CH:5]1[CH2:9][CH2:8][N:7]([CH:10]2[CH2:15][CH2:14][CH2:13][CH2:12][CH2:11]2)[C:6]1=[O:16].N1C=CC=CC=1.[O:29](S(C(F)(F)F)(=O)=O)[S:30]([C:33]([F:36])([F:35])[F:34])(=O)=[O:31]. Product: [F:34][C:33]([F:36])([F:35])[S:30]([O:21][C:19]1[CH:18]=[C:17]([Cl:22])[C:3]([CH2:4][CH:5]2[CH2:9][CH2:8][N:7]([CH:10]3[CH2:11][CH2:12][CH2:13][CH2:14][CH2:15]3)[C:6]2=[O:16])=[C:2]([Cl:1])[CH:20]=1)(=[O:31])=[O:29]. The catalyst class is: 6. (4) Reactant: [CH3:1][O:2][CH2:3][CH2:4][N:5]1[C:14]([C:15]2[S:16][CH:17]=[CH:18][CH:19]=2)=[C:13]([CH:20]=O)[C:12]2[C:7](=[CH:8][CH:9]=[CH:10][CH:11]=2)[C:6]1=[O:22].[CH3:23][O:24][C:25]1[CH:26]=[C:27]([CH:29]=[CH:30][CH:31]=1)[NH2:28].C(O[BH-](OC(=O)C)OC(=O)C)(=O)C.[Na+]. Product: [CH3:1][O:2][CH2:3][CH2:4][N:5]1[C:14]([C:15]2[S:16][CH:17]=[CH:18][CH:19]=2)=[C:13]([CH2:20][NH:28][C:27]2[CH:29]=[CH:30][CH:31]=[C:25]([O:24][CH3:23])[CH:26]=2)[C:12]2[C:7](=[CH:8][CH:9]=[CH:10][CH:11]=2)[C:6]1=[O:22]. The catalyst class is: 11. (5) Reactant: [Br:1][C:2]1[CH:7]=[CH:6][C:5]([NH:8][C:9]([NH2:11])=[S:10])=[CH:4][C:3]=1[O:12][CH3:13].Br[CH:15]1[CH2:20][CH2:19][CH2:18][CH:17]([C:21]2[CH:26]=[CH:25][CH:24]=[CH:23][CH:22]=2)[C:16]1=O. Product: [Br:1][C:2]1[CH:7]=[CH:6][C:5]([NH:8][C:9]2[S:10][C:23]3[CH2:24][CH2:25][CH2:26][CH:21]([C:17]4[CH:18]=[CH:19][CH:20]=[CH:15][CH:16]=4)[C:22]=3[N:11]=2)=[CH:4][C:3]=1[O:12][CH3:13]. The catalyst class is: 8. (6) Reactant: [CH:1]([C@H:3]1[CH2:8][CH2:7][C@H:6]([C:9]([OH:11])=[O:10])[CH2:5][CH2:4]1)=[CH2:2].[CH3:12][Si](Cl)(C)C. Product: [CH:1]([C@H:3]1[CH2:8][CH2:7][C@H:6]([C:9]([O:11][CH3:12])=[O:10])[CH2:5][CH2:4]1)=[CH2:2]. The catalyst class is: 5. (7) Reactant: Cl[C:2]1[N:7]=[CH:6][C:5]([C:8]([N:10]([CH3:32])[C:11]2[CH:16]=[CH:15][C:14]([CH2:17][N:18]3[CH2:23][CH2:22][N:21]([C:24]([O:26][C:27]([CH3:30])([CH3:29])[CH3:28])=[O:25])[C@@H:20]([CH3:31])[CH2:19]3)=[CH:13][CH:12]=2)=[O:9])=[CH:4][CH:3]=1.[F:33][C:34]1[CH:39]=[CH:38][CH:37]=[CH:36][C:35]=1[OH:40].C(=O)([O-])[O-].[K+].[K+]. Product: [F:33][C:34]1[CH:39]=[CH:38][CH:37]=[CH:36][C:35]=1[O:40][C:2]1[N:7]=[CH:6][C:5]([C:8]([N:10]([CH3:32])[C:11]2[CH:16]=[CH:15][C:14]([CH2:17][N:18]3[CH2:23][CH2:22][N:21]([C:24]([O:26][C:27]([CH3:30])([CH3:29])[CH3:28])=[O:25])[C@@H:20]([CH3:31])[CH2:19]3)=[CH:13][CH:12]=2)=[O:9])=[CH:4][CH:3]=1. The catalyst class is: 85.